This data is from Catalyst prediction with 721,799 reactions and 888 catalyst types from USPTO. The task is: Predict which catalyst facilitates the given reaction. (1) Reactant: [Br:1]N1C(=O)CCC1=O.C(OOC(=O)C1C=CC=CC=1)(=O)C1C=CC=CC=1.[OH:27][C:28]1[CH:38]=[CH:37][C:31]([C:32]([O:34][CH2:35][CH3:36])=[O:33])=[C:30]([CH3:39])[N:29]=1. Product: [Br:1][C:38]1[C:28]([OH:27])=[N:29][C:30]([CH3:39])=[C:31]([CH:37]=1)[C:32]([O:34][CH2:35][CH3:36])=[O:33]. The catalyst class is: 53. (2) Reactant: Br[C:2]1[C:10]([CH:11]2[O:15]CCO2)=[CH:9][C:5]2[O:6][CH2:7][O:8][C:4]=2[CH:3]=1.C([Li])CCC.[CH3:21][N:22]([CH3:26])[C:23](Cl)=[O:24].Cl. Product: [CH:11]([C:10]1[C:2]([C:23]([N:22]([CH3:26])[CH3:21])=[O:24])=[CH:3][C:4]2[O:8][CH2:7][O:6][C:5]=2[CH:9]=1)=[O:15]. The catalyst class is: 7. (3) Reactant: [C:1]([OH:9])(=[O:8])[C:2]([CH2:4][C:5]([OH:7])=O)=[CH2:3].[O:10]([C:17]1[CH:23]=[CH:22][C:20]([NH2:21])=[CH:19][CH:18]=1)[C:11]1[CH:16]=[CH:15][CH:14]=[CH:13][CH:12]=1. Product: [O:7]=[C:5]1[N:21]([C:20]2[CH:19]=[CH:18][C:17]([O:10][C:11]3[CH:16]=[CH:15][CH:14]=[CH:13][CH:12]=3)=[CH:23][CH:22]=2)[CH2:3][CH:2]([C:1]([OH:9])=[O:8])[CH2:4]1. The catalyst class is: 25.